This data is from Reaction yield outcomes from USPTO patents with 853,638 reactions. The task is: Predict the reaction yield, written as a fraction of the theoretical maximum amount of product (1.0 means a 100% yield; for example, 0.34 means a 34% yield). The reactants are [Br:1][C:2]1[CH:11]=[CH:10][C:5]([C:6]([O:8][CH3:9])=[O:7])=[CH:4][C:3]=1[S:12]([N:15]1[CH2:21][CH2:20][CH2:19][CH:18]([OH:22])[CH2:17][CH2:16]1)(=[O:14])=[O:13].[H-].[Na+].Br[CH2:26][C:27]1[CH:32]=[CH:31][CH:30]=[CH:29][CH:28]=1.[NH4+].[Cl-]. The catalyst is CN(C=O)C. The product is [CH2:26]([O:22][CH:18]1[CH2:19][CH2:20][CH2:21][N:15]([S:12]([C:3]2[CH:4]=[C:5]([CH:10]=[CH:11][C:2]=2[Br:1])[C:6]([O:8][CH3:9])=[O:7])(=[O:14])=[O:13])[CH2:16][CH2:17]1)[C:27]1[CH:32]=[CH:31][CH:30]=[CH:29][CH:28]=1. The yield is 0.447.